From a dataset of Forward reaction prediction with 1.9M reactions from USPTO patents (1976-2016). Predict the product of the given reaction. The product is: [Cl:16][C:17]([Cl:31])=[CH:18][CH2:19][O:20][N:21]=[CH:22][C:23]1[CH:24]=[CH:25][C:26]([CH2:29][O:15][C:3]2[C:2]([Cl:1])=[CH:7][C:6]([O:8][CH2:9][CH:10]=[C:11]([Cl:13])[Cl:12])=[CH:5][C:4]=2[Cl:14])=[CH:27][CH:28]=1. Given the reactants [Cl:1][C:2]1[CH:7]=[C:6]([O:8][CH2:9][CH:10]=[C:11]([Cl:13])[Cl:12])[CH:5]=[C:4]([Cl:14])[C:3]=1[OH:15].[Cl:16][C:17]([Cl:31])=[CH:18][CH2:19][O:20][N:21]=[CH:22][C:23]1[CH:28]=[CH:27][C:26]([CH2:29]O)=[CH:25][CH:24]=1.C1(P(C2C=CC=CC=2)C2C=CC=CC=2)C=CC=CC=1.N(C(OC(C)C)=O)=NC(OC(C)C)=O, predict the reaction product.